This data is from Catalyst prediction with 721,799 reactions and 888 catalyst types from USPTO. The task is: Predict which catalyst facilitates the given reaction. (1) Reactant: [Br:1][C:2]1[CH:3]=[C:4]2[C:9](=[CH:10][CH:11]=1)[C:8](=[O:12])[NH:7][C:6](=[O:13])/[C:5]/2=[CH:14]/OC.FC(F)(F)C(O)=O.[NH2:24][CH2:25][C:26]1[CH:27]=[CH:28][C:29]([O:35][CH2:36][CH2:37][CH3:38])=[C:30]([CH:34]=1)[C:31]([OH:33])=[O:32].O1CCCC1.C(N(CC)CC)C. Product: [Br:1][C:2]1[CH:3]=[C:4]2[C:9](=[CH:10][CH:11]=1)[C:8](=[O:12])[NH:7][C:6](=[O:13])/[C:5]/2=[CH:14]\[NH:24][CH2:25][C:26]1[CH:27]=[CH:28][C:29]([O:35][CH2:36][CH2:37][CH3:38])=[C:30]([CH:34]=1)[C:31]([OH:33])=[O:32]. The catalyst class is: 35. (2) Reactant: Cl[C:2]([C:12]1[CH:21]=[CH:20][C:15]2[N:16]=C(C)[O:18][C:14]=2[CH:13]=1)=[C:3]([C:8]([O:10]C)=O)C(OC)=O.[F:22][C:23]1[CH:24]=[CH:25][C:26]([CH2:29]C(OC(C)(C)C)=O)=[N:27][CH:28]=1.[H-].[Na+].C(O)(C(F)(F)F)=O. Product: [NH2:16][C:15]1[CH:20]=[CH:21][C:12]([C:2]2[CH:29]=[C:26]3[N:27]([C:8](=[O:10])[CH:3]=2)[CH:28]=[C:23]([F:22])[CH:24]=[CH:25]3)=[CH:13][C:14]=1[OH:18]. The catalyst class is: 18.